Predict the reaction yield, written as a fraction of the theoretical maximum amount of product (1.0 means a 100% yield; for example, 0.34 means a 34% yield). From a dataset of Reaction yield outcomes from USPTO patents with 853,638 reactions. (1) The product is [CH:20]1([C:18]([C:12]2[CH:13]=[C:14]([CH3:17])[CH:15]=[CH:16][C:11]=2[NH:10][C:8]([NH:7][C:5]2[S:6][C:2]([S:25][C:26]3[CH:31]=[CH:30][CH:29]=[CH:28][N:27]=3)=[CH:3][N:4]=2)=[O:9])=[O:19])[CH2:24][CH2:23][CH2:22][CH2:21]1. The reactants are Br[C:2]1[S:6][C:5]([NH:7][C:8]([NH:10][C:11]2[CH:16]=[CH:15][C:14]([CH3:17])=[CH:13][C:12]=2[C:18]([CH:20]2[CH2:24][CH2:23][CH2:22][CH2:21]2)=[O:19])=[O:9])=[N:4][CH:3]=1.[SH:25][C:26]1[CH:31]=[CH:30][CH:29]=[CH:28][N:27]=1. No catalyst specified. The yield is 0.320. (2) The reactants are [Li+].CC([N-]C(C)C)C.[CH:9]1([C:12]2[C:17]([F:18])=[CH:16][N:15]=[C:14]([NH:19][C:20]3[CH:25]=[C:24]([C:26]4[S:30][CH:29]=[N:28][CH:27]=4)[CH:23]=[C:22]([F:31])[CH:21]=3)[N:13]=2)[CH2:11][CH2:10]1.[C:32]([Si:36]([CH3:43])([CH3:42])[O:37][CH2:38][C:39]([CH3:41])=[O:40])([CH3:35])([CH3:34])[CH3:33]. The catalyst is O1CCCC1. The product is [Si:36]([O:37][CH2:38][C:39]([C:29]1[S:30][C:26]([C:24]2[CH:23]=[C:22]([F:31])[CH:21]=[C:20]([NH:19][C:14]3[N:13]=[C:12]([CH:9]4[CH2:11][CH2:10]4)[C:17]([F:18])=[CH:16][N:15]=3)[CH:25]=2)=[CH:27][N:28]=1)([OH:40])[CH3:41])([C:32]([CH3:35])([CH3:34])[CH3:33])([CH3:43])[CH3:42]. The yield is 0.640.